This data is from Forward reaction prediction with 1.9M reactions from USPTO patents (1976-2016). The task is: Predict the product of the given reaction. (1) The product is: [CH3:1][C:2]1[N:7]=[C:6]([C:8]2[CH:13]=[CH:12][CH:11]=[C:10]([C:14]3[CH:15]=[C:16]([NH:20][C:31](=[O:33])[CH3:32])[CH:17]=[CH:18][CH:19]=3)[N:9]=2)[CH:5]=[C:4]([C:21]2[CH:26]=[CH:25][C:24]([C:27]([F:28])([F:30])[F:29])=[CH:23][CH:22]=2)[CH:3]=1. Given the reactants [CH3:1][C:2]1[N:7]=[C:6]([C:8]2[CH:13]=[CH:12][CH:11]=[C:10]([C:14]3[CH:15]=[C:16]([NH2:20])[CH:17]=[CH:18][CH:19]=3)[N:9]=2)[CH:5]=[C:4]([C:21]2[CH:26]=[CH:25][C:24]([C:27]([F:30])([F:29])[F:28])=[CH:23][CH:22]=2)[CH:3]=1.[C:31](Cl)(=[O:33])[CH3:32], predict the reaction product. (2) Given the reactants [O:1]([CH2:19][CH2:20][C:21]1([CH2:27][CH2:28][O:29][C:30]2[CH:39]=[CH:38][CH:37]=[CH:36][C:31]=2[C:32]([O:34][CH3:35])=[O:33])[CH2:26][CH2:25][CH2:24][CH2:23][CH2:22]1)[Si](C(C)(C)C)(C1C=CC=CC=1)C1C=CC=CC=1.[F-].C([N+](CCCC)(CCCC)CCCC)CCC.O1CCCC1, predict the reaction product. The product is: [OH:1][CH2:19][CH2:20][C:21]1([CH2:27][CH2:28][O:29][C:30]2[CH:39]=[CH:38][CH:37]=[CH:36][C:31]=2[C:32]([O:34][CH3:35])=[O:33])[CH2:26][CH2:25][CH2:24][CH2:23][CH2:22]1. (3) Given the reactants [Cl:1]([O-:5])(=[O:4])(=[O:3])=[O:2].O=C1C2C(=CC=CC=2)C(=O)[N:8]1[CH2:17][C:18]1[C+:19]=[C:20]2[C:24](=[CH:25][CH:26]=1)[N:23]1[CH2:27][CH:28]=[C:29]([CH3:31])[CH:30]=[C:22]1[C:21]2([CH3:33])[CH3:32].O.NN, predict the reaction product. The product is: [Cl:1]([O-:5])(=[O:4])(=[O:3])=[O:2].[NH2:8][CH2:17][C:18]1[C+:19]=[C:20]2[C:24](=[CH:25][CH:26]=1)[N:23]1[CH2:27][CH:28]=[C:29]([CH3:31])[CH:30]=[C:22]1[C:21]2([CH3:33])[CH3:32]. (4) Given the reactants Cl[C:2]1[N:3]=[C:4]([N:21]2[CH2:26][CH2:25][O:24][CH2:23][CH2:22]2)[C:5]2[S:10][C:9]([C:11]3[CH:12]=[C:13]([NH:17][C:18](=[O:20])[CH3:19])[CH:14]=[CH:15][CH:16]=3)=[CH:8][C:6]=2[N:7]=1.[NH2:27][C:28]1[N:33]=[CH:32][C:31](B2OC(C)(C)C(C)(C)O2)=[CH:30][N:29]=1, predict the reaction product. The product is: [NH2:27][C:28]1[N:33]=[CH:32][C:31]([C:2]2[N:3]=[C:4]([N:21]3[CH2:26][CH2:25][O:24][CH2:23][CH2:22]3)[C:5]3[S:10][C:9]([C:11]4[CH:12]=[C:13]([NH:17][C:18](=[O:20])[CH3:19])[CH:14]=[CH:15][CH:16]=4)=[CH:8][C:6]=3[N:7]=2)=[CH:30][N:29]=1. (5) Given the reactants [F:1][C:2]1[C:3]([C:22]([OH:24])=O)=[N:4][CH:5]=[CH:6][C:7]=1[S:8][C:9]1[S:13][C:12]([NH:14][C:15]2[CH:20]=[C:19]([CH3:21])[CH:18]=[CH:17][N:16]=2)=[N:11][CH:10]=1.[NH2:25][CH2:26][C:27]1([C:40]2[CH:45]=[CH:44][CH:43]=[C:42]([Cl:46])[C:41]=2[Cl:47])[CH2:32][CH2:31][N:30](C(OC(C)(C)C)=O)[CH2:29][CH2:28]1, predict the reaction product. The product is: [Cl:47][C:41]1[C:42]([Cl:46])=[CH:43][CH:44]=[CH:45][C:40]=1[C:27]1([CH2:26][NH:25][C:22](=[O:24])[C:3]2[C:2]([F:1])=[C:7]([S:8][C:9]3[S:13][C:12]([NH:14][C:15]4[CH:20]=[C:19]([CH3:21])[CH:18]=[CH:17][N:16]=4)=[N:11][CH:10]=3)[CH:6]=[CH:5][N:4]=2)[CH2:32][CH2:31][NH:30][CH2:29][CH2:28]1. (6) The product is: [CH3:10][O:9][C:3]1[CH:4]=[C:5]([CH3:8])[CH:6]=[CH:7][C:2]=1[Cl:1]. Given the reactants [Cl:1][C:2]1[CH:7]=[CH:6][C:5]([CH3:8])=[CH:4][C:3]=1[OH:9].[CH3:10][Si](C=[N+]=[N-])(C)C, predict the reaction product.